Predict which catalyst facilitates the given reaction. From a dataset of Catalyst prediction with 721,799 reactions and 888 catalyst types from USPTO. (1) Reactant: [Cl:1][CH:2]([CH3:6])[C:3](O)=[O:4].[F:7][C:8]([F:21])([F:20])[O:9][C:10]1[CH:11]=[C:12]([NH:16][CH2:17][CH2:18][NH2:19])[CH:13]=[CH:14][CH:15]=1.C1(N=C=NC2CCCCC2)CCCCC1. Product: [Cl:1][CH:2]([CH3:6])[C:3]([NH:19][CH2:18][CH2:17][NH:16][C:12]1[CH:13]=[CH:14][CH:15]=[C:10]([O:9][C:8]([F:7])([F:20])[F:21])[CH:11]=1)=[O:4]. The catalyst class is: 2. (2) Reactant: [Br:1][C:2]1[CH:3]=[C:4]([C:9]([C:11]2[CH:16]=[CH:15][C:14]([O:17][CH2:18][CH3:19])=[CH:13][CH:12]=2)=[O:10])[CH:5]=[CH:6][C:7]=1[CH3:8].C1C(=O)N([Br:27])C(=O)C1.N(C(C)(C)C#N)=NC(C)(C)C#N. Product: [Br:1][C:2]1[CH:3]=[C:4]([C:9]([C:11]2[CH:12]=[CH:13][C:14]([O:17][CH2:18][CH3:19])=[CH:15][CH:16]=2)=[O:10])[CH:5]=[CH:6][C:7]=1[CH2:8][Br:27]. The catalyst class is: 53. (3) Reactant: [Cl:1][C:2]1[CH:7]=[CH:6][C:5]([C:8]#[C:9][CH2:10][NH:11][C:12](=[O:18])[O:13][C:14]([CH3:17])([CH3:16])[CH3:15])=[CH:4][CH:3]=1.[CH2:19]([SnH:23]([CH2:28][CH2:29][CH2:30][CH3:31])[CH2:24][CH2:25][CH2:26][CH3:27])[CH2:20][CH2:21][CH3:22]. Product: [Cl:1][C:2]1[CH:3]=[CH:4][C:5](/[C:8](/[Sn:23]([CH2:24][CH2:25][CH2:26][CH3:27])([CH2:28][CH2:29][CH2:30][CH3:31])[CH2:19][CH2:20][CH2:21][CH3:22])=[CH:9]\[CH2:10][NH:11][C:12](=[O:18])[O:13][C:14]([CH3:15])([CH3:17])[CH3:16])=[CH:6][CH:7]=1. The catalyst class is: 516.